Task: Predict which catalyst facilitates the given reaction.. Dataset: Catalyst prediction with 721,799 reactions and 888 catalyst types from USPTO (1) Product: [CH3:32][O:31][C:27]1[CH:26]=[C:25]([CH:10]2[N:11]([CH2:21][C:22](=[O:23])[NH:57][C:58]3[CH:59]=[C:60]4[C:73](=[CH:74][CH:75]=3)[CH2:72][C@:62]3([C:70]5[C:65](=[N:66][CH:67]=[CH:68][CH:69]=5)[NH:64][C:63]3=[O:71])[CH2:61]4)[C:12](=[O:20])[C:13]3([CH2:19][O:18][CH2:17][CH2:16][O:15][CH2:14]3)[N:8]([C:6]([O:5][C:1]([CH3:4])([CH3:3])[CH3:2])=[O:7])[CH2:9]2)[CH:30]=[CH:29][CH:28]=1. Reactant: [C:1]([O:5][C:6]([N:8]1[C:13]2([CH2:19][O:18][CH2:17][CH2:16][O:15][CH2:14]2)[C:12](=[O:20])[N:11]([CH2:21][C:22](O)=[O:23])[CH:10]([C:25]2[CH:30]=[CH:29][CH:28]=[C:27]([O:31][CH3:32])[CH:26]=2)[CH2:9]1)=[O:7])([CH3:4])([CH3:3])[CH3:2].CN(C(ON1N=NC2C=CC=NC1=2)=[N+](C)C)C.F[P-](F)(F)(F)(F)F.[NH2:57][C:58]1[CH:59]=[C:60]2[C:73](=[CH:74][CH:75]=1)[CH2:72][C@@:62]1([C:70]3[C:65](=[N:66][CH:67]=[CH:68][CH:69]=3)[NH:64][C:63]1=[O:71])[CH2:61]2. The catalyst class is: 3. (2) Reactant: Br[C:2]1[CH:7]=[C:6]([F:8])[C:5]([F:9])=[CH:4][C:3]=1[F:10].[Mg].[O:12]1[C:16]2([CH2:21][CH2:20][C:19](=[O:22])[CH2:18][CH2:17]2)[O:15][CH2:14][CH2:13]1.[Cl-].[NH4+]. Product: [F:10][C:3]1[CH:4]=[C:5]([F:9])[C:6]([F:8])=[CH:7][C:2]=1[C:19]1([OH:22])[CH2:20][CH2:21][C:16]2([O:15][CH2:14][CH2:13][O:12]2)[CH2:17][CH2:18]1. The catalyst class is: 7. (3) The catalyst class is: 4. Product: [CH:16]1[C:25]2[C:20](=[CH:21][CH:22]=[CH:23][CH:24]=2)[CH:19]=[C:18]([O:6][S:3]([C:2]([F:15])([F:14])[F:1])(=[O:5])=[O:4])[N:17]=1. Reactant: [F:1][C:2]([F:15])([F:14])[S:3]([O:6]S(C(F)(F)F)(=O)=O)(=[O:5])=[O:4].[CH:16]1[C:25]2[C:20](=[CH:21][CH:22]=[CH:23][CH:24]=2)[CH:19]=[C:18](O)[N:17]=1.C(N(CC)CC)C.